From a dataset of Full USPTO retrosynthesis dataset with 1.9M reactions from patents (1976-2016). Predict the reactants needed to synthesize the given product. (1) The reactants are: BrC1C=CC(OCC(N)=O)=C(C#N)C=1.ClC1C=CC(O)=C(C=1)C#N.[Cl:25][C:26]1[CH:27]=[CH:28][C:29]2[O:38][C:37]3[C:36](=[O:39])[NH:35]C(CN4CC[C@H](O)C4)=[N:33][C:32]=3[C:30]=2[CH:31]=1. Given the product [Cl:25][C:26]1[CH:27]=[CH:28][C:29]([O:38][CH2:37][C:36]([NH2:35])=[O:39])=[C:30]([C:32]#[N:33])[CH:31]=1, predict the reactants needed to synthesize it. (2) Given the product [OH:15][C:9]1([C:4]2[CH:5]=[CH:6][CH:7]=[CH:8][N:3]=2)[CH2:10][CH2:11][N:12]([C:23]([O:25][C:26]([CH3:29])([CH3:28])[CH3:27])=[O:24])[CH2:13][CH2:14]1, predict the reactants needed to synthesize it. The reactants are: Cl.Cl.[N:3]1[CH:8]=[CH:7][CH:6]=[CH:5][C:4]=1[C:9]1([OH:15])[CH2:14][CH2:13][NH:12][CH2:11][CH2:10]1.C(N(CC)CC)C.[C:23](O[C:23]([O:25][C:26]([CH3:29])([CH3:28])[CH3:27])=[O:24])([O:25][C:26]([CH3:29])([CH3:28])[CH3:27])=[O:24].O. (3) Given the product [CH3:34][O:35][CH2:36][CH2:37][CH2:38][NH:39][S:2]([C:10]1[CH:11]=[CH:12][C:7]([NH:6][C:13]2[N:18]=[C:17]([C:19]3[N:23]([CH3:24])[CH:22]=[N:21][CH:20]=3)[CH:16]=[CH:15][N:14]=2)=[CH:8][CH:9]=1)(=[O:5])=[O:3], predict the reactants needed to synthesize it. The reactants are: Cl[S:2]([OH:5])(=O)=[O:3].[NH:6]([C:13]1[N:18]=[C:17]([C:19]2[N:23]([CH3:24])[CH:22]=[N:21][CH:20]=2)[CH:16]=[CH:15][N:14]=1)[C:7]1[CH:12]=[CH:11][CH:10]=[CH:9][CH:8]=1.C(N(C(C)C)CC)(C)C.[CH3:34][O:35][CH2:36][CH2:37][CH2:38][NH2:39]. (4) Given the product [NH2:15][C:16]1[S:17][C:18]([C:24]2[CH:29]=[CH:28][CH:27]=[C:26]([F:30])[CH:25]=2)=[C:19]([C:21]([N:3]2[CH2:4][C@H:5]3[C@H:1]([CH2:6]3)[C@H:2]2[CH2:7][NH:8][C:9](=[O:14])[C:10]([F:12])([F:11])[F:13])=[O:22])[N:20]=1, predict the reactants needed to synthesize it. The reactants are: [C@H:1]12[CH2:6][C@H:5]1[CH2:4][NH:3][C@@H:2]2[CH2:7][NH:8][C:9](=[O:14])[C:10]([F:13])([F:12])[F:11].[NH2:15][C:16]1[S:17][C:18]([C:24]2[CH:29]=[CH:28][CH:27]=[C:26]([F:30])[CH:25]=2)=[C:19]([C:21](O)=[O:22])[N:20]=1.